From a dataset of Reaction yield outcomes from USPTO patents with 853,638 reactions. Predict the reaction yield, written as a fraction of the theoretical maximum amount of product (1.0 means a 100% yield; for example, 0.34 means a 34% yield). (1) The reactants are [CH3:1][O:2][C:3]1[N:8]=[CH:7][C:6](B(O)O)=[CH:5][N:4]=1.Cl[C:13]1[N:18]=[C:17]([NH:19][C:20]([C:22]2([C:25]3[CH:35]=[CH:34][C:28]4[O:29][C:30]([F:33])([F:32])[O:31][C:27]=4[CH:26]=3)[CH2:24][CH2:23]2)=[O:21])[CH:16]=[CH:15][C:14]=1[CH3:36]. The catalyst is COCCOC.C([O-])([O-])=O.[Na+].[Na+].C1C=CC([P]([Pd]([P](C2C=CC=CC=2)(C2C=CC=CC=2)C2C=CC=CC=2)([P](C2C=CC=CC=2)(C2C=CC=CC=2)C2C=CC=CC=2)[P](C2C=CC=CC=2)(C2C=CC=CC=2)C2C=CC=CC=2)(C2C=CC=CC=2)C2C=CC=CC=2)=CC=1. The product is [F:33][C:30]1([F:32])[O:29][C:28]2[CH:34]=[CH:35][C:25]([C:22]3([C:20]([NH:19][C:17]4[CH:16]=[CH:15][C:14]([CH3:36])=[C:13]([C:6]5[CH:5]=[N:4][C:3]([O:2][CH3:1])=[N:8][CH:7]=5)[N:18]=4)=[O:21])[CH2:24][CH2:23]3)=[CH:26][C:27]=2[O:31]1. The yield is 0.640. (2) The reactants are [Cl:1][C:2]1[CH:17]=[C:16]([C:18]2[C:19]3[C:20]4[CH:34]=[CH:33][S:32][C:21]=4[C:22](=[O:31])[NH:23][C:24]=3[C:25]([Cl:30])=[CH:26][C:27]=2[O:28]C)[CH:15]=[CH:14][C:3]=1[CH2:4][CH2:5][NH:6]C(=O)OC(C)(C)C.BrB(Br)Br. The product is [ClH:1].[NH2:6][CH2:5][CH2:4][C:3]1[CH:14]=[CH:15][C:16]([C:18]2[C:19]3[C:20]4[CH:34]=[CH:33][S:32][C:21]=4[C:22](=[O:31])[NH:23][C:24]=3[C:25]([Cl:30])=[CH:26][C:27]=2[OH:28])=[CH:17][C:2]=1[Cl:1]. No catalyst specified. The yield is 0.590.